Predict which catalyst facilitates the given reaction. From a dataset of Catalyst prediction with 721,799 reactions and 888 catalyst types from USPTO. (1) Reactant: [NH2:1][CH2:2][C:3]1[CH:12]=[CH:11][CH:10]=[C:9]2[C:4]=1[CH:5]=[CH:6][C:7]([NH:13][CH2:14][C:15]1[O:16][C:17]([CH3:20])=[CH:18][CH:19]=1)=[N:8]2.[F:21][C:22]1[CH:29]=[CH:28][C:25]([CH:26]=O)=[CH:24][CH:23]=1.C(O)(=O)C. Product: [CH3:20][C:17]1[O:16][C:15]([CH2:14][NH2:13])=[CH:19][CH:18]=1.[F:21][C:22]1[CH:29]=[CH:28][C:25]([CH2:26][NH:1][CH2:2][C:3]2[CH:12]=[CH:11][CH:10]=[C:9]3[C:4]=2[CH:5]=[CH:6][C:7]([NH:13][CH2:14][C:15]2[O:16][C:17]([CH3:20])=[CH:18][CH:19]=2)=[N:8]3)=[CH:24][CH:23]=1. The catalyst class is: 68. (2) Reactant: [NH2:1][C:2]1[N:6]([CH3:7])[N:5]=[CH:4][CH:3]=1.Cl.[N:9]([O-])=[O:10].[Na+]. Product: [NH2:1][C:2]1[N:6]([CH3:7])[N:5]=[CH:4][C:3]=1[N:9]=[O:10]. The catalyst class is: 6. (3) Reactant: [F:1][C:2]1[C:32]([F:33])=[CH:31][C:5]2[NH:6][C:7]([CH2:9][CH:10]3[CH2:15][CH2:14][CH2:13][CH2:12][N:11]3[C:16]([C:18]3[N:19]=[C:20]([CH3:30])[S:21][C:22]=3[C:23]3[CH:28]=[CH:27][C:26]([F:29])=[CH:25][CH:24]=3)=[O:17])=[N:8][C:4]=2[CH:3]=1.[H-].[Na+].I[CH2:37][CH2:38][CH3:39]. Product: [F:1][C:2]1[C:32]([F:33])=[CH:31][C:5]2[N:6]([CH2:37][CH2:38][CH3:39])[C:7]([CH2:9][CH:10]3[CH2:15][CH2:14][CH2:13][CH2:12][N:11]3[C:16]([C:18]3[N:19]=[C:20]([CH3:30])[S:21][C:22]=3[C:23]3[CH:28]=[CH:27][C:26]([F:29])=[CH:25][CH:24]=3)=[O:17])=[N:8][C:4]=2[CH:3]=1. The catalyst class is: 3. (4) Reactant: [F:1][C:2]1[CH:7]=[C:6]([F:8])[CH:5]=[CH:4][C:3]=1[N:9]1[CH:18]([CH2:19][CH2:20][C:21](OC)=[O:22])[C:17]2[C:13]3=[C:14]([C:25](=[O:29])[N:26]([CH3:28])[CH:27]=[C:12]3[C:11]3[CH:30]=[C:31]([CH2:34][S:35]([CH3:38])(=[O:37])=[O:36])[CH:32]=[CH:33][C:10]1=3)[NH:15][CH:16]=2.[H-].[Al+3].[Li+].[H-].[H-].[H-]. Product: [F:1][C:2]1[CH:7]=[C:6]([F:8])[CH:5]=[CH:4][C:3]=1[N:9]1[CH:18]([CH2:19][CH2:20][CH2:21][OH:22])[C:17]2[C:13]3=[C:14]([C:25](=[O:29])[N:26]([CH3:28])[CH:27]=[C:12]3[C:11]3[CH:30]=[C:31]([CH2:34][S:35]([CH3:38])(=[O:36])=[O:37])[CH:32]=[CH:33][C:10]1=3)[NH:15][CH:16]=2. The catalyst class is: 7. (5) Reactant: [OH-].[Li+].[C:3]([O:7][C:8]([N:10]1[CH2:15][CH:14]([C:16]2[CH:21]=[C:20]([F:22])[CH:19]=[C:18]([F:23])[CH:17]=2)[N:13]([CH2:24][C:25]([O:27]C)=[O:26])[C:12](=[O:29])[C@H:11]1[CH2:30][CH:31]1[CH2:37][CH2:36][CH2:35][CH2:34][CH2:33][CH2:32]1)=[O:9])([CH3:6])([CH3:5])[CH3:4].Cl. Product: [C:3]([O:7][C:8]([N:10]1[CH2:15][CH:14]([C:16]2[CH:21]=[C:20]([F:22])[CH:19]=[C:18]([F:23])[CH:17]=2)[N:13]([CH2:24][C:25]([OH:27])=[O:26])[C:12](=[O:29])[C@H:11]1[CH2:30][CH:31]1[CH2:32][CH2:33][CH2:34][CH2:35][CH2:36][CH2:37]1)=[O:9])([CH3:6])([CH3:4])[CH3:5]. The catalyst class is: 90. (6) Reactant: [NH2:1][N:2]1[C:13](=[O:14])[C:12]2[C:15]3[N:4]([CH:5]([CH3:18])[CH2:6][O:7][C:8]=3[C:9](F)=[C:10]([F:16])[CH:11]=2)[C:3]1=[O:19].[C:20]([O:24][C:25](=[O:32])[NH:26][C@H:27]1[CH2:31][CH2:30][NH:29][CH2:28]1)([CH3:23])([CH3:22])[CH3:21].C(N(CC)CC)C. Product: [C:20]([O:24][C:25](=[O:32])[NH:26][C@H:27]1[CH2:31][CH2:30][N:29]([C:9]2[C:8]3=[C:15]4[C:12]([C:13](=[O:14])[N:2]([NH2:1])[C:3](=[O:19])[N:4]4[CH:5]([CH3:18])[CH2:6][O:7]3)=[CH:11][C:10]=2[F:16])[CH2:28]1)([CH3:23])([CH3:21])[CH3:22]. The catalyst class is: 10. (7) Reactant: Br[C:2]1[C:3]([CH3:8])=[N:4][CH:5]=[N:6][CH:7]=1.[CH3:9][C:10]1([CH3:26])[C:14]([CH3:16])([CH3:15])[O:13][B:12]([B:12]2[O:13][C:14]([CH3:16])([CH3:15])[C:10]([CH3:26])([CH3:9])[O:11]2)[O:11]1.CC([O-])=O.[K+]. Product: [CH3:8][C:3]1[C:2]([B:12]2[O:13][C:14]([CH3:16])([CH3:15])[C:10]([CH3:26])([CH3:9])[O:11]2)=[CH:7][N:6]=[CH:5][N:4]=1. The catalyst class is: 75.